This data is from Peptide-MHC class I binding affinity with 185,985 pairs from IEDB/IMGT. The task is: Regression. Given a peptide amino acid sequence and an MHC pseudo amino acid sequence, predict their binding affinity value. This is MHC class I binding data. (1) The peptide sequence is LLGLWVFAAL. The MHC is HLA-A02:03 with pseudo-sequence HLA-A02:03. The binding affinity (normalized) is 1.00. (2) The peptide sequence is HECFVKRVDW. The MHC is HLA-B40:01 with pseudo-sequence HLA-B40:01. The binding affinity (normalized) is 0.